This data is from TCR-epitope binding with 47,182 pairs between 192 epitopes and 23,139 TCRs. The task is: Binary Classification. Given a T-cell receptor sequence (or CDR3 region) and an epitope sequence, predict whether binding occurs between them. (1) The epitope is TSNQVAVLY. The TCR CDR3 sequence is CASSYIRGGEQYF. Result: 0 (the TCR does not bind to the epitope). (2) The epitope is KRWIILGLNK. The TCR CDR3 sequence is CASSLRLLLYEQYF. Result: 1 (the TCR binds to the epitope).